From a dataset of Forward reaction prediction with 1.9M reactions from USPTO patents (1976-2016). Predict the product of the given reaction. (1) Given the reactants [OH:1][C:2]1[CH:3]=[C:4]([CH3:12])[C:5]([C:8]([O:10][CH3:11])=[O:9])=[N:6][CH:7]=1.[CH3:13][C:14]([OH:20])([CH3:19])[C:15]#[C:16][CH2:17]O, predict the reaction product. The product is: [OH:20][C:14]([CH3:19])([CH3:13])[C:15]#[C:16][CH2:17][O:1][C:2]1[CH:3]=[C:4]([CH3:12])[C:5]([C:8]([O:10][CH3:11])=[O:9])=[N:6][CH:7]=1. (2) Given the reactants [CH2:1]([O:3][C:4]1[CH:5]=[C:6]([CH2:10][CH2:11][NH2:12])[CH:7]=[CH:8][CH:9]=1)[CH3:2].[CH2:13]=O, predict the reaction product. The product is: [CH2:1]([O:3][C:4]1[CH:5]=[C:6]2[C:7](=[CH:8][CH:9]=1)[CH2:13][NH:12][CH2:11][CH2:10]2)[CH3:2].